This data is from Catalyst prediction with 721,799 reactions and 888 catalyst types from USPTO. The task is: Predict which catalyst facilitates the given reaction. (1) Product: [CH3:13][C:14]1[C:18]([C:2]2[CH:3]=[C:4]([N+:10]([O-:12])=[O:11])[CH:5]=[CH:6][C:7]=2[O:8][CH3:9])=[C:17]([CH3:22])[O:16][N:15]=1. Reactant: I[C:2]1[CH:3]=[C:4]([N+:10]([O-:12])=[O:11])[CH:5]=[CH:6][C:7]=1[O:8][CH3:9].[CH3:13][C:14]1[C:18](B(O)O)=[C:17]([CH3:22])[O:16][N:15]=1.C(=O)([O-])[O-].[Cs+].[Cs+].COCCOC. The catalyst class is: 84. (2) Reactant: [NH2:1][C:2]1[C:3]([C:12]([NH2:14])=[O:13])=[N:4][CH:5]=[C:6]([C:8]([F:11])([F:10])[F:9])[CH:7]=1.[CH2:15]([S:17][C:18]1[CH:25]=[CH:24][CH:23]=[CH:22][C:19]=1[CH:20]=O)[CH3:16].S(=O)(O)[O-].[Na+].CC(N(C)C)=O. Product: [CH2:15]([S:17][C:18]1[CH:25]=[CH:24][CH:23]=[CH:22][C:19]=1[C:20]1[NH:14][C:12](=[O:13])[C:3]2[N:4]=[CH:5][C:6]([C:8]([F:11])([F:9])[F:10])=[CH:7][C:2]=2[N:1]=1)[CH3:16]. The catalyst class is: 6. (3) Reactant: [C:1]([OH:4])(=[O:3])[CH3:2].C([O-])(=O)C.[NH4+:9].[N+:10]([C:13]1[CH:20]=[CH:19][C:16]([CH:17]=O)=[CH:15][CH:14]=1)([O-:12])=[O:11].C(O)(=O)CC(O)=O. Product: [N+:10]([C:13]1[CH:20]=[CH:19][C:16]([C@@H:17]([CH2:2][C:1]([OH:4])=[O:3])[NH2:9])=[CH:15][CH:14]=1)([O-:12])=[O:11]. The catalyst class is: 41. (4) Reactant: [Si:1]([O:8][CH2:9][C:10]1[N:15]=[C:14]([CH:16]=O)[CH:13]=[CH:12][CH:11]=1)([C:4]([CH3:7])([CH3:6])[CH3:5])([CH3:3])[CH3:2].[C:18]([CH:23]=P(C1C=CC=CC=1)(C1C=CC=CC=1)C1C=CC=CC=1)([O:20][CH2:21][CH3:22])=[O:19]. Product: [Si:1]([O:8][CH2:9][C:10]1[N:15]=[C:14]([CH:16]=[CH:23][C:18]([O:20][CH2:21][CH3:22])=[O:19])[CH:13]=[CH:12][CH:11]=1)([C:4]([CH3:5])([CH3:6])[CH3:7])([CH3:2])[CH3:3]. The catalyst class is: 3. (5) Reactant: [Cl:1][C:2]1[C:3]([C:9](=[N:24][OH:25])[CH2:10][NH:11][C:12](=[O:23])[C:13]2[CH:18]=[CH:17][CH:16]=[CH:15][C:14]=2[C:19]([F:22])([F:21])[F:20])=[N:4][CH:5]=[C:6]([Cl:8])[CH:7]=1.C(=O)([O-])[O-].[K+].[K+].I[CH:33]([CH3:35])[CH3:34].O. Product: [Cl:1][C:2]1[C:3](/[C:9](=[N:24]/[O:25][CH:33]([CH3:35])[CH3:34])/[CH2:10][NH:11][C:12](=[O:23])[C:13]2[CH:18]=[CH:17][CH:16]=[CH:15][C:14]=2[C:19]([F:20])([F:22])[F:21])=[N:4][CH:5]=[C:6]([Cl:8])[CH:7]=1. The catalyst class is: 9.